This data is from Forward reaction prediction with 1.9M reactions from USPTO patents (1976-2016). The task is: Predict the product of the given reaction. (1) Given the reactants [Cl:1][C:2]1[CH:3]=[C:4]([O:13][CH2:14][C:15]23[CH2:22][CH2:21][C:18](/[CH:23]=[CH:24]/[C:25]([OH:27])=[O:26])([CH2:19][CH2:20]2)[CH2:17][CH2:16]3)[C:5]2[O:9][C:8]([CH3:11])([CH3:10])[CH2:7][C:6]=2[CH:12]=1, predict the reaction product. The product is: [Cl:1][C:2]1[CH:3]=[C:4]([O:13][CH2:14][C:15]23[CH2:20][CH2:19][C:18]([CH2:23][CH2:24][C:25]([OH:27])=[O:26])([CH2:21][CH2:22]2)[CH2:17][CH2:16]3)[C:5]2[O:9][C:8]([CH3:11])([CH3:10])[CH2:7][C:6]=2[CH:12]=1. (2) Given the reactants [CH2:1]([OH:8])[CH2:2][CH2:3][CH2:4][CH2:5][CH2:6][OH:7].[O-2].[Al+3].[O-2].[O-2].[Al+3].[C:14]1(=[O:21])[O:20][CH2:19][CH2:18][CH2:17][CH2:16][CH2:15]1, predict the reaction product. The product is: [CH:14]([OH:21])([OH:20])[CH2:15][CH2:16][CH2:17][CH2:18][CH3:19].[C:1]1(=[O:8])[O:7][CH2:6][CH2:5][CH2:4][CH2:3][CH2:2]1.[OH:7][CH2:6][CH2:5][CH2:4][CH2:3][CH2:2][C:1]([OH:20])=[O:8].